From a dataset of Catalyst prediction with 721,799 reactions and 888 catalyst types from USPTO. Predict which catalyst facilitates the given reaction. Reactant: [CH3:1][O:2][C:3]1[CH:8]=[CH:7][C:6]([NH2:9])=[CH:5][CH:4]=1.[N:10]([O-])=O.[Na+].[CH2:14]([O:16][C:17](=[O:23])[CH2:18]C(CCl)=O)[CH3:15].C([O-])(=O)C.[Na+].[ClH:29]. Product: [Cl:29]/[C:18](=[N:10]\[NH:9][C:6]1[CH:7]=[CH:8][C:3]([O:2][CH3:1])=[CH:4][CH:5]=1)/[C:17]([O:16][CH2:14][CH3:15])=[O:23]. The catalyst class is: 97.